From a dataset of Reaction yield outcomes from USPTO patents with 853,638 reactions. Predict the reaction yield, written as a fraction of the theoretical maximum amount of product (1.0 means a 100% yield; for example, 0.34 means a 34% yield). (1) The reactants are [CH:1]([C:3]1[CH:12]=[CH:11][C:6]([C:7]([O:9][CH3:10])=[O:8])=[CH:5][N:4]=1)=O.[F:13][C:14]([F:29])([F:28])[C:15]1[CH:20]=[CH:19][C:18]([C:21]2[CH:26]=[CH:25][C:24]([NH2:27])=[CH:23][CH:22]=2)=[CH:17][CH:16]=1.[CH2:30]([Mg]Br)[CH:31]([CH3:33])[CH3:32]. The catalyst is O1CCCC1.[Cl-].[Zn+2].[Cl-]. The product is [CH3:30][CH:31]([CH3:33])[CH2:32][CH:1]([C:3]1[CH:12]=[CH:11][C:6]([C:7]([O:9][CH3:10])=[O:8])=[CH:5][N:4]=1)[NH:27][C:24]1[CH:25]=[CH:26][C:21]([C:18]2[CH:19]=[CH:20][C:15]([C:14]([F:28])([F:29])[F:13])=[CH:16][CH:17]=2)=[CH:22][CH:23]=1. The yield is 0.390. (2) No catalyst specified. The yield is 0.640. The reactants are [F:1][C:2]([C:5]1[CH:9]=[C:8]([NH2:10])[N:7]([C:11]2[CH:16]=[CH:15][C:14]([O:17][CH3:18])=[CH:13][CH:12]=2)[N:6]=1)([F:4])[CH3:3].[C:19](=[O:28])([O:21][C:22]1[CH:27]=[CH:26][CH:25]=[CH:24][CH:23]=1)N. The product is [F:1][C:2]([C:5]1[CH:9]=[C:8]([NH:10][C:19](=[O:28])[O:21][C:22]2[CH:27]=[CH:26][CH:25]=[CH:24][CH:23]=2)[N:7]([C:11]2[CH:16]=[CH:15][C:14]([O:17][CH3:18])=[CH:13][CH:12]=2)[N:6]=1)([F:4])[CH3:3]. (3) The reactants are [Si:1]([O:8][CH2:9][C@@H:10]1[CH2:14][C@@H:13]([N:15]2[C:19]3[N:20]=[CH:21][N:22]=[C:23]([NH:24][C@@H:25]4[C:33]5[C:28](=[CH:29][CH:30]=[CH:31][CH:32]=5)[CH2:27][CH2:26]4)[C:18]=3[CH:17]=[CH:16]2)[C@H:12]([OH:34])[C@@H:11]1[OH:35])([C:4]([CH3:7])([CH3:6])[CH3:5])([CH3:3])[CH3:2].[C:36](N1C=CN=C1)(N1C=CN=C1)=[S:37]. The catalyst is CN(C=O)C. The product is [Si:1]([O:8][CH2:9][C@H:10]1[C@@H:11]2[C@@H:12]([O:34][C:36](=[S:37])[O:35]2)[C@H:13]([N:15]2[C:19]3[N:20]=[CH:21][N:22]=[C:23]([NH:24][C@@H:25]4[C:33]5[C:28](=[CH:29][CH:30]=[CH:31][CH:32]=5)[CH2:27][CH2:26]4)[C:18]=3[CH:17]=[CH:16]2)[CH2:14]1)([C:4]([CH3:7])([CH3:5])[CH3:6])([CH3:2])[CH3:3]. The yield is 0.810.